This data is from Catalyst prediction with 721,799 reactions and 888 catalyst types from USPTO. The task is: Predict which catalyst facilitates the given reaction. (1) Reactant: [CH:1]1([CH2:4][O:5][C:6]2[N:11]=[C:10]([C:12]([OH:14])=O)[CH:9]=[CH:8][C:7]=2[N:15]2[CH2:18][C:17]([F:20])([F:19])[CH2:16]2)[CH2:3][CH2:2]1.Cl.[CH3:22][C:23]1([CH3:31])[CH2:27][NH:26][CH:25]([C:28]([NH2:30])=[O:29])[CH2:24]1.CN(C(ON1N=NC2C=CC=CC1=2)=[N+](C)C)C.[B-](F)(F)(F)F.CCN(C(C)C)C(C)C. Product: [CH:1]1([CH2:4][O:5][C:6]2[N:11]=[C:10]([C:12]([N:26]3[CH2:27][C:23]([CH3:31])([CH3:22])[CH2:24][CH:25]3[C:28]([NH2:30])=[O:29])=[O:14])[CH:9]=[CH:8][C:7]=2[N:15]2[CH2:18][C:17]([F:20])([F:19])[CH2:16]2)[CH2:2][CH2:3]1. The catalyst class is: 16. (2) Reactant: [F:1][C:2]1[CH:16]=[CH:15][C:5]([O:6][C:7]2[CH:8]=[C:9]([CH:12]=[CH:13][CH:14]=2)[CH:10]=O)=[CH:4][CH:3]=1.Cl.[NH2:18][OH:19]. Product: [F:1][C:2]1[CH:16]=[CH:15][C:5]([O:6][C:7]2[CH:8]=[C:9]([CH:12]=[CH:13][CH:14]=2)/[CH:10]=[N:18]/[OH:19])=[CH:4][CH:3]=1. The catalyst class is: 5. (3) Reactant: [OH-].[Na+].C[O:4][C:5](=[O:37])[CH2:6][O:7][C:8]1[CH:17]=[CH:16][C:15]2[C:10](=[CH:11][CH:12]=[C:13]([CH2:18][NH:19][C:20]([C:22]3[CH:23]=[N:24][N:25]([C:30]4[CH:35]=[CH:34][C:33]([Cl:36])=[CH:32][CH:31]=4)[C:26]=3[CH2:27][CH2:28][CH3:29])=[O:21])[CH:14]=2)[CH:9]=1.O.Cl. Product: [Cl:36][C:33]1[CH:34]=[CH:35][C:30]([N:25]2[C:26]([CH2:27][CH2:28][CH3:29])=[C:22]([C:20]([NH:19][CH2:18][C:13]3[CH:14]=[C:15]4[C:10](=[CH:11][CH:12]=3)[CH:9]=[C:8]([O:7][CH2:6][C:5]([OH:37])=[O:4])[CH:17]=[CH:16]4)=[O:21])[CH:23]=[N:24]2)=[CH:31][CH:32]=1. The catalyst class is: 5. (4) Reactant: [Cl:1][C:2]1[CH:7]=[CH:6][C:5]([N:8]2[CH:12]=[C:11]([C:13]([O:15][CH2:16][CH3:17])=[O:14])[C:10]([C:18](OCC3C=CC=CC=3)=[O:19])=[N:9]2)=[CH:4][CH:3]=1.[Li+].[BH4-]. Product: [Cl:1][C:2]1[CH:3]=[CH:4][C:5]([N:8]2[CH:12]=[C:11]([C:13]([O:15][CH2:16][CH3:17])=[O:14])[C:10]([CH2:18][OH:19])=[N:9]2)=[CH:6][CH:7]=1. The catalyst class is: 1. (5) The catalyst class is: 21. Reactant: [CH:1]1[C:10]2[C:5](=[CH:6][CH:7]=[C:8]([OH:11])[CH:9]=2)[CH:4]=[CH:3][C:2]=1[OH:12].C(=O)([O-])[O-].[Cs+].[Cs+].[CH3:19][O:20][C:21](=[O:26])[CH:22](Br)[CH2:23][CH3:24]. Product: [OH:12][C:2]1[CH:1]=[C:10]2[C:5]([CH:6]=[CH:7][C:8]([O:11][CH:22]([CH2:23][CH3:24])[C:21]([O:20][CH3:19])=[O:26])=[CH:9]2)=[CH:4][CH:3]=1.